From a dataset of Orexin1 receptor HTS with 218,158 compounds and 233 confirmed actives. Binary Classification. Given a drug SMILES string, predict its activity (active/inactive) in a high-throughput screening assay against a specified biological target. (1) The drug is O=C(N\N=C1\CCCCCCC1)C(=O)NC(c1ccccc1)C. The result is 0 (inactive). (2) The compound is Clc1c(OCc2oc(C(=O)NC(C)C)cc2)cc(Cl)cc1. The result is 0 (inactive). (3) The compound is Fc1ccc(OCC(=O)c2cc3CCCCc3cc2)cc1. The result is 0 (inactive). (4) The result is 0 (inactive). The molecule is S=C(NC(=O)CC(C)C)Nc1cc(ccc1)C(=O)C. (5) The compound is n12nc(c(c1nc(c(c2N)c1ccccc1)C)c1ccccc1)C. The result is 1 (active). (6) The compound is O=C(c1c(n(C2CC2)c(c1)C)C)COc1c(OC)cc(cc1)C(=O)C. The result is 0 (inactive).